Dataset: NCI-60 drug combinations with 297,098 pairs across 59 cell lines. Task: Regression. Given two drug SMILES strings and cell line genomic features, predict the synergy score measuring deviation from expected non-interaction effect. (1) Drug 1: C1CCC(C1)C(CC#N)N2C=C(C=N2)C3=C4C=CNC4=NC=N3. Drug 2: C1CN(CCN1C(=O)CCBr)C(=O)CCBr. Cell line: SF-268. Synergy scores: CSS=16.4, Synergy_ZIP=9.64, Synergy_Bliss=6.07, Synergy_Loewe=-9.02, Synergy_HSA=2.45. (2) Drug 1: C1CN1P(=S)(N2CC2)N3CC3. Drug 2: COCCOC1=C(C=C2C(=C1)C(=NC=N2)NC3=CC=CC(=C3)C#C)OCCOC.Cl. Cell line: MOLT-4. Synergy scores: CSS=25.7, Synergy_ZIP=-0.119, Synergy_Bliss=-2.70, Synergy_Loewe=-14.7, Synergy_HSA=-3.36. (3) Drug 1: C1CCC(CC1)NC(=O)N(CCCl)N=O. Drug 2: CC1=C(C(=O)C2=C(C1=O)N3CC4C(C3(C2COC(=O)N)OC)N4)N. Cell line: OVCAR-5. Synergy scores: CSS=16.5, Synergy_ZIP=-11.8, Synergy_Bliss=-14.2, Synergy_Loewe=-28.6, Synergy_HSA=-12.6. (4) Drug 1: C(=O)(N)NO. Drug 2: CCCCCOC(=O)NC1=NC(=O)N(C=C1F)C2C(C(C(O2)C)O)O. Cell line: HT29. Synergy scores: CSS=-4.87, Synergy_ZIP=5.82, Synergy_Bliss=6.79, Synergy_Loewe=-2.43, Synergy_HSA=-1.88. (5) Drug 1: CCC1=C2CN3C(=CC4=C(C3=O)COC(=O)C4(CC)O)C2=NC5=C1C=C(C=C5)O. Drug 2: CC1C(C(CC(O1)OC2CC(CC3=C2C(=C4C(=C3O)C(=O)C5=C(C4=O)C(=CC=C5)OC)O)(C(=O)CO)O)N)O.Cl. Cell line: A498. Synergy scores: CSS=39.8, Synergy_ZIP=-0.735, Synergy_Bliss=1.09, Synergy_Loewe=1.38, Synergy_HSA=3.49. (6) Drug 1: CS(=O)(=O)OCCCCOS(=O)(=O)C. Drug 2: CC12CCC3C(C1CCC2OP(=O)(O)O)CCC4=C3C=CC(=C4)OC(=O)N(CCCl)CCCl.[Na+]. Cell line: OVCAR-8. Synergy scores: CSS=8.35, Synergy_ZIP=-2.12, Synergy_Bliss=-1.98, Synergy_Loewe=1.07, Synergy_HSA=-0.471. (7) Drug 1: C1=NC2=C(N1)C(=S)N=C(N2)N. Drug 2: C1CNP(=O)(OC1)N(CCCl)CCCl. Cell line: HCT116. Synergy scores: CSS=37.4, Synergy_ZIP=0.958, Synergy_Bliss=-2.02, Synergy_Loewe=-32.7, Synergy_HSA=-0.871. (8) Drug 1: CC1C(C(=O)NC(C(=O)N2CCCC2C(=O)N(CC(=O)N(C(C(=O)O1)C(C)C)C)C)C(C)C)NC(=O)C3=C4C(=C(C=C3)C)OC5=C(C(=O)C(=C(C5=N4)C(=O)NC6C(OC(=O)C(N(C(=O)CN(C(=O)C7CCCN7C(=O)C(NC6=O)C(C)C)C)C)C(C)C)C)N)C. Drug 2: CC1=CC=C(C=C1)C2=CC(=NN2C3=CC=C(C=C3)S(=O)(=O)N)C(F)(F)F. Cell line: HCC-2998. Synergy scores: CSS=10.5, Synergy_ZIP=3.82, Synergy_Bliss=8.60, Synergy_Loewe=-14.2, Synergy_HSA=6.34. (9) Drug 1: C1=CN(C(=O)N=C1N)C2C(C(C(O2)CO)O)O.Cl. Drug 2: CCN(CC)CCNC(=O)C1=C(NC(=C1C)C=C2C3=C(C=CC(=C3)F)NC2=O)C. Cell line: IGROV1. Synergy scores: CSS=16.0, Synergy_ZIP=-4.21, Synergy_Bliss=0.820, Synergy_Loewe=-3.09, Synergy_HSA=-3.80. (10) Drug 1: COC1=C(C=C2C(=C1)N=CN=C2NC3=CC(=C(C=C3)F)Cl)OCCCN4CCOCC4. Drug 2: CCC1(CC2CC(C3=C(CCN(C2)C1)C4=CC=CC=C4N3)(C5=C(C=C6C(=C5)C78CCN9C7C(C=CC9)(C(C(C8N6C)(C(=O)OC)O)OC(=O)C)CC)OC)C(=O)OC)O.OS(=O)(=O)O. Cell line: BT-549. Synergy scores: CSS=48.7, Synergy_ZIP=3.98, Synergy_Bliss=5.53, Synergy_Loewe=4.71, Synergy_HSA=7.98.